From a dataset of Forward reaction prediction with 1.9M reactions from USPTO patents (1976-2016). Predict the product of the given reaction. (1) Given the reactants [C:1]1([C:7]([C:25]2[CH:30]=[CH:29][CH:28]=[CH:27][CH:26]=2)([C@@H:10]2[CH2:14][CH2:13][N:12](S(C3C=CC(C)=CC=3)(=O)=O)[CH2:11]2)[C:8]#[N:9])[CH:6]=[CH:5][CH:4]=[CH:3][CH:2]=1.Br.C1(O)C=CC=CC=1, predict the reaction product. The product is: [C:1]1([C:7]([C:25]2[CH:30]=[CH:29][CH:28]=[CH:27][CH:26]=2)([C@@H:10]2[CH2:14][CH2:13][NH:12][CH2:11]2)[C:8]#[N:9])[CH:2]=[CH:3][CH:4]=[CH:5][CH:6]=1. (2) Given the reactants [F:1][C:2]1[CH:11]=[C:10]([F:12])[CH:9]=[C:8]2[C:3]=1[C:4]([NH:20][C:21]1[C:26](I)=[CH:25][N:24]=[C:23]([N:28]3[CH2:33][CH2:32][O:31][CH2:30][CH2:29]3)[CH:22]=1)=[C:5]([CH3:19])[C:6]([C:13]1[CH:18]=[CH:17][CH:16]=[CH:15][N:14]=1)=[N:7]2.[F:34][CH:35]([F:52])[C:36]1[CH:41]=[CH:40][C:39](B2OC(C)(C)C(C)(C)O2)=[CH:38][C:37]=1[F:51].C1(P(C2CCCCC2)C2CCCCC2)CCCCC1.[O-]P([O-])([O-])=O.[K+].[K+].[K+], predict the reaction product. The product is: [F:34][CH:35]([F:52])[C:36]1[CH:41]=[CH:40][C:39]([C:26]2[C:21]([NH:20][C:4]3[C:3]4[C:8](=[CH:9][C:10]([F:12])=[CH:11][C:2]=4[F:1])[N:7]=[C:6]([C:13]4[CH:18]=[CH:17][CH:16]=[CH:15][N:14]=4)[C:5]=3[CH3:19])=[CH:22][C:23]([N:28]3[CH2:33][CH2:32][O:31][CH2:30][CH2:29]3)=[N:24][CH:25]=2)=[CH:38][C:37]=1[F:51].